From a dataset of NCI-60 drug combinations with 297,098 pairs across 59 cell lines. Regression. Given two drug SMILES strings and cell line genomic features, predict the synergy score measuring deviation from expected non-interaction effect. Drug 1: CC1=C(C=C(C=C1)C(=O)NC2=CC(=CC(=C2)C(F)(F)F)N3C=C(N=C3)C)NC4=NC=CC(=N4)C5=CN=CC=C5. Drug 2: C1=NNC2=C1C(=O)NC=N2. Cell line: SK-MEL-2. Synergy scores: CSS=19.7, Synergy_ZIP=-7.15, Synergy_Bliss=-14.2, Synergy_Loewe=2.17, Synergy_HSA=-4.07.